From a dataset of Reaction yield outcomes from USPTO patents with 853,638 reactions. Predict the reaction yield, written as a fraction of the theoretical maximum amount of product (1.0 means a 100% yield; for example, 0.34 means a 34% yield). (1) The reactants are [C:1]([O:5][C:6]([NH:8][C:9]1[O:17][C:16]2[C:11](=[N:12][CH:13]=[C:14]([CH:18]3[CH2:20][CH2:19]3)[CH:15]=2)[C:10]=1[C:21]([O:23]CC)=[O:22])=[O:7])([CH3:4])([CH3:3])[CH3:2].[Li+].[OH-].O.CO. The catalyst is C1COCC1. The product is [C:1]([O:5][C:6]([NH:8][C:9]1[O:17][C:16]2[C:11](=[N:12][CH:13]=[C:14]([CH:18]3[CH2:19][CH2:20]3)[CH:15]=2)[C:10]=1[C:21]([OH:23])=[O:22])=[O:7])([CH3:4])([CH3:2])[CH3:3]. The yield is 0.780. (2) The reactants are [F:1][C:2]1[CH:7]=[CH:6][C:5]([CH2:8][C:9]([N:11]2[CH2:15][CH:14]([O:16][CH3:17])[CH2:13][N:12]2[C:18]([C:20]2[CH:25]=[CH:24][N:23]=[C:22]([S:26][CH3:27])[N:21]=2)=O)=[O:10])=[CH:4][CH:3]=1.CN(C)C=O.O1CCCC1.[H-].[Na+]. The catalyst is CN(C)C=O. The product is [F:1][C:2]1[CH:7]=[CH:6][C:5]([C:8]2[C:9](=[O:10])[N:11]3[CH2:15][CH:14]([O:16][CH3:17])[CH2:13][N:12]3[C:18]=2[C:20]2[CH:25]=[CH:24][N:23]=[C:22]([S:26][CH3:27])[N:21]=2)=[CH:4][CH:3]=1. The yield is 0.570.